From a dataset of Forward reaction prediction with 1.9M reactions from USPTO patents (1976-2016). Predict the product of the given reaction. (1) Given the reactants I[C:2]1[CH:3]=[C:4]([N+:10]([O-:12])=[O:11])[CH:5]=[CH:6][C:7]=1[O:8][CH3:9].[CH3:13][C:14]1[C:18](B(O)O)=[C:17]([CH3:22])[O:16][N:15]=1.C(=O)([O-])[O-].[Cs+].[Cs+].C([O-])=O, predict the reaction product. The product is: [CH3:13][C:14]1[C:18]([C:2]2[CH:3]=[C:4]([N+:10]([O-:12])=[O:11])[CH:5]=[CH:6][C:7]=2[O:8][CH3:9])=[C:17]([CH3:22])[O:16][N:15]=1. (2) Given the reactants Cl.[CH2:2]([NH:4][C:5]([NH:7][C:8]1[CH:13]=[CH:12][C:11]([C:14]2[N:15]=[C:16]([N:24]3[CH2:29][CH2:28][O:27][CH2:26][C@@H:25]3[CH3:30])[C:17]3[CH2:23][NH:22][CH2:21][CH2:20][C:18]=3[N:19]=2)=[CH:10][CH:9]=1)=[O:6])[CH3:3].CN(C)C=O.C(N(CC)C(C)C)(C)C.[CH3:45][O:46][CH2:47][C:48](Cl)=[O:49], predict the reaction product. The product is: [CH2:2]([NH:4][C:5]([NH:7][C:8]1[CH:13]=[CH:12][C:11]([C:14]2[N:15]=[C:16]([N:24]3[CH2:29][CH2:28][O:27][CH2:26][C@@H:25]3[CH3:30])[C:17]3[CH2:23][N:22]([C:48](=[O:49])[CH2:47][O:46][CH3:45])[CH2:21][CH2:20][C:18]=3[N:19]=2)=[CH:10][CH:9]=1)=[O:6])[CH3:3].